This data is from NCI-60 drug combinations with 297,098 pairs across 59 cell lines. The task is: Regression. Given two drug SMILES strings and cell line genomic features, predict the synergy score measuring deviation from expected non-interaction effect. Drug 1: CC12CCC(CC1=CCC3C2CCC4(C3CC=C4C5=CN=CC=C5)C)O. Drug 2: C1=CC=C(C=C1)NC(=O)CCCCCCC(=O)NO. Cell line: HCT116. Synergy scores: CSS=27.5, Synergy_ZIP=-7.08, Synergy_Bliss=-2.58, Synergy_Loewe=-7.16, Synergy_HSA=-2.02.